From a dataset of Full USPTO retrosynthesis dataset with 1.9M reactions from patents (1976-2016). Predict the reactants needed to synthesize the given product. (1) Given the product [CH2:15]([CH:2]1[C:3](=[O:4])[NH:5][C:6]2[CH:11]=[C:10]([CH3:12])[CH:9]=[C:8]([CH3:13])[C:7]=2[O:14]1)[C:16]1[CH:21]=[CH:20][CH:19]=[CH:18][CH:17]=1, predict the reactants needed to synthesize it. The reactants are: Br[CH:2]([CH2:15][C:16]1[CH:21]=[CH:20][CH:19]=[CH:18][CH:17]=1)[C:3]([NH:5][C:6]1[CH:11]=[C:10]([CH3:12])[CH:9]=[C:8]([CH3:13])[C:7]=1[OH:14])=[O:4].C(=O)([O-])[O-].[K+].[K+].O. (2) Given the product [Cl:32][C:33]1[CH:38]=[CH:37][C:36]([C@H:39]([NH:42][C:3]([C:2]2[CH:5]=[C:23]3[C:17](=[CH:18][CH:19]=2)[CH:30]=[N:28][C:29]([NH:6][CH:7]2[CH2:12][CH2:11][O:10][CH2:9][CH2:8]2)=[CH:25]3)=[O:4])[CH2:40][CH3:41])=[CH:35][C:34]=1[F:43], predict the reactants needed to synthesize it. The reactants are: N[C@@H:2]([CH3:5])[CH2:3][OH:4].[NH2:6][CH:7]1[CH2:12][CH2:11][O:10][CH2:9][CH2:8]1.Cl.FC1C=[C:17]([C@@H:23]([C:25]2C=N[N:28]([CH3:30])[CH:29]=2)N)[CH:18]=[CH:19]C=1OC.Cl.[Cl:32][C:33]1[CH:38]=[CH:37][C:36]([C@H:39]([NH2:42])[CH2:40][CH3:41])=[CH:35][C:34]=1[F:43]. (3) Given the product [O:31]=[C:30]1[CH2:29][C:14](=[O:16])[CH2:13][C:9]2([CH2:10][CH2:11][CH2:12]2)[N:8]1[C:6]([O:5][C:1]([CH3:2])([CH3:3])[CH3:4])=[O:7], predict the reactants needed to synthesize it. The reactants are: [C:1]([O:5][C:6]([NH:8][C:9]1([CH2:13][C:14]([OH:16])=O)[CH2:12][CH2:11][CH2:10]1)=[O:7])([CH3:4])([CH3:3])[CH3:2].Cl.CN(C)CCCN=C=NCC.[CH3:29][C:30]1(C)OC(=O)CC(=O)[O:31]1.Cl. (4) Given the product [F:1][C:2]1[CH:3]=[C:4]([CH:23]=[CH:24][CH:25]=1)[CH2:5][O:6][C:7]1[CH:8]=[C:9]2[C:14](=[CH:15][CH:16]=1)[C:13](=[O:17])[N:12]([CH:18]([CH3:22])[CH2:19][OH:20])[CH2:11][CH2:10]2, predict the reactants needed to synthesize it. The reactants are: [F:1][C:2]1[CH:3]=[C:4]([CH:23]=[CH:24][CH:25]=1)[CH2:5][O:6][C:7]1[CH:8]=[C:9]2[C:14](=[CH:15][CH:16]=1)[C:13](=[O:17])[N:12]([CH:18]([CH3:22])[C:19](O)=[O:20])[CH2:11][CH2:10]2.CO. (5) Given the product [CH2:23]([S:27][CH:7]1[CH2:6][CH:5]([C:8]([CH3:10])=[CH2:9])[CH2:4][C:3](=[O:11])[CH:2]1[CH3:1])[CH2:24][CH2:25][CH3:26], predict the reactants needed to synthesize it. The reactants are: [CH3:1][C:2]1[C:3](=[O:11])[CH2:4][C@H:5]([C:8]([CH3:10])=[CH2:9])[CH2:6][CH:7]=1.C1CCN2C(=NCCC2)CC1.[CH2:23]([SH:27])[CH2:24][CH2:25][CH3:26].CC1C(=O)CC(C(C)=C)CC=1. (6) Given the product [CH3:1][C:2]1[CH:10]=[CH:9][CH:8]=[C:7]2[C:3]=1[C:4](=[O:24])[N:5]([CH2:12][CH:13]([C:18](=[O:19])[CH3:23])[C:14]([O:16][CH3:17])=[O:15])[C:6]2=[O:11], predict the reactants needed to synthesize it. The reactants are: [CH3:1][C:2]1[CH:10]=[CH:9][CH:8]=[C:7]2[C:3]=1[C:4](=[O:24])[N:5]([CH2:12][CH:13]([C:18]1([CH3:23])OCC[O:19]1)[C:14]([O:16][CH3:17])=[O:15])[C:6]2=[O:11].O.C1(C)C=CC(S(O)(=O)=O)=CC=1. (7) Given the product [ClH:37].[NH2:9][C:8]([NH:17][C:18]1[CH:23]=[CH:22][C:21]([CH2:24][CH2:25][C:26]2[N:27]=[C:28]([NH:32][C:33](=[O:35])[CH3:34])[S:29][C:30]=2[Br:31])=[CH:20][CH:19]=1)=[NH:7], predict the reactants needed to synthesize it. The reactants are: C(OC(=O)[NH:7][CH:8]([NH:17][C:18]1[CH:23]=[CH:22][C:21]([CH2:24][CH2:25][C:26]2[N:27]=[C:28]([NH:32][C:33](=[O:35])[CH3:34])[S:29][C:30]=2[Br:31])=[CH:20][CH:19]=1)[NH:9]C(=O)OC(C)(C)C)(C)(C)C.[ClH:37].